Dataset: Reaction yield outcomes from USPTO patents with 853,638 reactions. Task: Predict the reaction yield, written as a fraction of the theoretical maximum amount of product (1.0 means a 100% yield; for example, 0.34 means a 34% yield). (1) The reactants are [Br:1]Br.[CH3:3][O:4][C:5]([C:7]1[C:12](N)=[N:11][CH:10]=[CH:9][N:8]=1)=[O:6].Br.N([O-])=O.[Na+].C([O-])(O)=O.[Na+]. The catalyst is O. The product is [CH3:3][O:4][C:5]([C:7]1[C:12]([Br:1])=[N:11][CH:10]=[CH:9][N:8]=1)=[O:6]. The yield is 0.630. (2) The reactants are Cl[N:2]1[C:6](=O)[CH2:5][CH2:4][C:3]1=O.C[N:10]([CH:12]=[CH:13][C:14]([O:16][CH2:17][CH3:18])=[O:15])C.[CH2:19](N(CC)CC)C.Cl.CN([CH:30]=[O:31])C. The catalyst is C(Cl)(Cl)Cl. The product is [CH2:17]([O:16][C:14]([C:13]1[C:12]([C:6]2[CH:5]=[CH:4][CH:3]=[CH:19][N:2]=2)=[N:10][O:31][CH:30]=1)=[O:15])[CH3:18]. The yield is 0.660.